Predict the reactants needed to synthesize the given product. From a dataset of Full USPTO retrosynthesis dataset with 1.9M reactions from patents (1976-2016). (1) Given the product [C:21]([C:23]1[CH:24]=[CH:25][C:26]([S:29]([NH:1][CH2:2][CH2:3][N:4]2[C:8](=[O:9])/[C:7](=[CH:10]/[C:11]3[CH:16]=[CH:15][C:14]([O:17][CH2:18][CH3:19])=[CH:13][CH:12]=3)/[S:6][C:5]2=[O:20])(=[O:31])=[O:30])=[CH:27][CH:28]=1)#[N:22], predict the reactants needed to synthesize it. The reactants are: [NH2:1][CH2:2][CH2:3][N:4]1[C:8](=[O:9])/[C:7](=[CH:10]/[C:11]2[CH:16]=[CH:15][C:14]([O:17][CH2:18][CH3:19])=[CH:13][CH:12]=2)/[S:6][C:5]1=[O:20].[C:21]([C:23]1[CH:28]=[CH:27][C:26]([S:29](Cl)(=[O:31])=[O:30])=[CH:25][CH:24]=1)#[N:22].CCN(C(C)C)C(C)C.C(OC1C=CC(/C=C2/C(=O)N(CCNC(=O)C)C(=O)S/2)=CC=1)C. (2) Given the product [NH2:7][C:8]1([C:12]2[CH:13]=[CH:14][C:15]([C:18]3[C:19]([C:37]4[CH:38]=[CH:39][CH:40]=[CH:41][CH:42]=4)=[CH:20][C:21]4[N:22]([C:24]([C:28]5[CH:29]=[C:30]([CH:31]=[CH:32][CH:33]=5)[C:34]([NH2:35])=[O:36])=[C:25]([CH3:27])[N:26]=4)[N:23]=3)=[CH:16][CH:17]=2)[CH2:9][CH2:10][CH2:11]1, predict the reactants needed to synthesize it. The reactants are: C(OC(=O)[NH:7][C:8]1([C:12]2[CH:17]=[CH:16][C:15]([C:18]3[C:19]([C:37]4[CH:42]=[CH:41][CH:40]=[CH:39][CH:38]=4)=[CH:20][C:21]4[N:22]([C:24]([C:28]5[CH:33]=[CH:32][CH:31]=[C:30]([C:34](=[O:36])[NH2:35])[CH:29]=5)=[C:25]([CH3:27])[N:26]=4)[N:23]=3)=[CH:14][CH:13]=2)[CH2:11][CH2:10][CH2:9]1)(C)(C)C.Cl.